This data is from Forward reaction prediction with 1.9M reactions from USPTO patents (1976-2016). The task is: Predict the product of the given reaction. (1) Given the reactants [F:1][C:2]([F:9])([F:8])[C:3](OCC)=O.[O-]CC.[Na+].[C:14]([C:17]1[CH:22]=[CH:21][C:20]([C@H:23]2[CH2:28][CH2:27][C@H:26]([CH2:29][C:30]([O:32][CH2:33][CH3:34])=[O:31])[CH2:25][CH2:24]2)=[CH:19][CH:18]=1)(=O)[CH3:15].O.[NH2:36][NH2:37], predict the reaction product. The product is: [F:1][C:2]([F:9])([F:8])[C:3]1[NH:37][N:36]=[C:14]([C:17]2[CH:22]=[CH:21][C:20]([C@H:23]3[CH2:28][CH2:27][C@H:26]([CH2:29][C:30]([O:32][CH2:33][CH3:34])=[O:31])[CH2:25][CH2:24]3)=[CH:19][CH:18]=2)[CH:15]=1. (2) Given the reactants Br[C:2]1[CH:3]=[C:4]([CH:9]=[CH:10][C:11]([O:13]CC)=[O:12])[CH:5]=[CH:6][C:7]=1[OH:8].[Cl:16][C:17]1[CH:41]=[CH:40][C:20]([CH2:21][O:22][C:23]2[C:24](B(O)O)=[CH:25][C:26]3[C:27]([CH3:36])([CH3:35])[CH2:28][CH2:29][C:30]([CH3:34])([CH3:33])[C:31]=3[CH:32]=2)=[CH:19][CH:18]=1, predict the reaction product. The product is: [OH:8][C:7]1[CH:2]=[CH:3][C:4]([CH:9]=[CH:10][C:11]([OH:13])=[O:12])=[CH:5][C:6]=1[C:24]1[C:23]([O:22][CH2:21][C:20]2[CH:40]=[CH:41][C:17]([Cl:16])=[CH:18][CH:19]=2)=[CH:32][C:31]2[C:30]([CH3:34])([CH3:33])[CH2:29][CH2:28][C:27]([CH3:36])([CH3:35])[C:26]=2[CH:25]=1. (3) Given the reactants [CH3:1][O:2][C:3](=[O:25])[CH:4]([O:6][C:7]1[CH:12]=[CH:11][C:10]([NH:13][C:14](=[O:24])[CH2:15][O:16]CC2C=CC=CC=2)=[CH:9][CH:8]=1)[CH3:5], predict the reaction product. The product is: [CH3:1][O:2][C:3](=[O:25])[CH:4]([O:6][C:7]1[CH:12]=[CH:11][C:10]([NH:13][C:14](=[O:24])[CH2:15][OH:16])=[CH:9][CH:8]=1)[CH3:5]. (4) Given the reactants [NH2:1][C:2]1[CH:3]=[C:4]2[C:9](=[C:10]([CH3:12])[CH:11]=1)[CH:8]=[N:7][C:6]([NH:13][C:14]([NH:16][CH2:17][CH3:18])=[O:15])=[CH:5]2.[S:19]1[C:23]([C:24](O)=[O:25])=[CH:22][N:21]=[CH:20]1, predict the reaction product. The product is: [CH2:17]([NH:16][C:14](=[O:15])[NH:13][C:6]1[N:7]=[CH:8][C:9]2[C:4]([CH:5]=1)=[CH:3][C:2]([NH:1][C:24]([C:23]1[S:19][CH:20]=[N:21][CH:22]=1)=[O:25])=[CH:11][C:10]=2[CH3:12])[CH3:18]. (5) The product is: [O:17]=[C:8]1[C:7]([C:1]2[CH:2]=[CH:3][CH:4]=[CH:5][CH:6]=2)=[N:11][C:10]2([CH2:16][CH2:15][CH2:14][CH2:13][CH2:12]2)[N:9]1[CH2:19][C:20]([O:22][CH2:23][CH3:24])=[O:21]. Given the reactants [C:1]1([C:7]2[C:8](=[O:17])[NH:9][C:10]3([CH2:16][CH2:15][CH2:14][CH2:13][CH2:12]3)[N:11]=2)[CH:6]=[CH:5][CH:4]=[CH:3][CH:2]=1.Br[CH2:19][C:20]([O:22][CH2:23][CH3:24])=[O:21].C(=O)([O-])[O-].[K+].[K+].O, predict the reaction product. (6) Given the reactants Br[C:2]1[CH:30]=[CH:29][C:5]([CH2:6][N:7]2[CH2:12][CH2:11][CH:10]([CH2:13][O:14][C:15]3[C:24]([CH:25]4[CH2:27][CH2:26]4)=[CH:23][C:18]([C:19]([O:21][CH3:22])=[O:20])=[C:17]([F:28])[CH:16]=3)[CH2:9][CH2:8]2)=[C:4]([Cl:31])[CH:3]=1.[CH:32]1(B(O)[OH:36])[CH2:34][CH2:33]1.P([O-])([O-])([O-])=[O:39].[K+].[K+].[K+], predict the reaction product. The product is: [Cl:31][C:4]1[CH:3]=[C:2]([CH:32]2[CH2:34][CH2:33]2)[CH:30]=[CH:29][C:5]=1[CH2:6][N:7]1[CH2:12][CH2:11][CH:10]([CH2:13][O:14][C:15]2[C:24]([CH:25]3[CH2:27][CH2:26]3)=[CH:23][C:18]([C:19]([O:21][CH3:22])=[O:20])=[C:17]([F:28])[CH:16]=2)[CH2:9][CH2:8]1.[CH3:6][N+:7]([CH2:34][CH2:32][OH:39])([CH3:12])[CH3:8].[CH:24]1[CH:23]=[C:18]([C:19]([OH:21])=[O:20])[C:17]([O-:36])=[CH:16][CH:15]=1.